From a dataset of Forward reaction prediction with 1.9M reactions from USPTO patents (1976-2016). Predict the product of the given reaction. (1) The product is: [C:24]([C@@H:22]([C@H:20]([C:19]([OH:28])=[O:27])[OH:21])[OH:23])([OH:26])=[O:25].[N:1]1([CH2:6][NH:7][C:8](=[O:18])[C@H:9]([CH2:16][CH3:17])[N:10]2[CH2:14][CH2:13][CH2:12][C:11]2=[O:15])[CH2:5][CH2:4][CH2:3][CH2:2]1. Given the reactants [N:1]1([CH2:6][NH:7][C:8](=[O:18])[CH:9]([CH2:16][CH3:17])[N:10]2[CH2:14][CH2:13][CH2:12][C:11]2=[O:15])[CH2:5][CH2:4][CH2:3][CH2:2]1.[C:19]([OH:28])(=[O:27])[C@@H:20]([C@H:22]([C:24]([OH:26])=[O:25])[OH:23])[OH:21].CCCCCCC.CCCCCC.C(O)(C)C, predict the reaction product. (2) Given the reactants C1([P:7]([C:14]2[CH:19]=[CH:18][CH:17]=[CH:16][CH:15]=2)C2C=CC=CC=2)C=CC=CC=1.[CH2:20]([O:22][C:23](=[O:29])[CH2:24][CH2:25][CH2:26][CH2:27][Br:28])[CH3:21].[C:30]1(C)[CH:35]=[CH:34][CH:33]=[CH:32][CH:31]=1, predict the reaction product. The product is: [Br-:28].[PH4+:7].[C:14]1([C:21]([C:14]2[CH:15]=[CH:16][CH:17]=[CH:18][CH:19]=2)([C:30]2[CH:31]=[CH:32][CH:33]=[CH:34][CH:35]=2)[CH2:20][O:22][C:23](=[O:29])[CH2:24][CH2:25][CH2:26][CH3:27])[CH:19]=[CH:18][CH:17]=[CH:16][CH:15]=1. (3) Given the reactants F[C:2]1[CH:3]=[C:4]([CH:9]=[CH:10][C:11]=1[N+:12]([O-:14])=[O:13])[C:5]([O:7][CH3:8])=[O:6].[Cl:15][C:16]1[CH:17]=[C:18]([CH:20]=[CH:21][C:22]=1[O:23][C:24]([F:27])([F:26])[F:25])[NH2:19], predict the reaction product. The product is: [Cl:15][C:16]1[CH:17]=[C:18]([NH:19][C:2]2[CH:3]=[C:4]([CH:9]=[CH:10][C:11]=2[N+:12]([O-:14])=[O:13])[C:5]([O:7][CH3:8])=[O:6])[CH:20]=[CH:21][C:22]=1[O:23][C:24]([F:26])([F:27])[F:25]. (4) Given the reactants [Cl:1][C:2]1[CH:12]=[C:11]([Cl:13])[CH:10]=[CH:9][C:3]=1[O:4][CH:5]1[CH2:8][NH:7][CH2:6]1.C(N(CC)C(C)C)(C)C.[Cl:23][C:24]1[N:29]=[C:28](Cl)[CH:27]=[CH:26][N:25]=1, predict the reaction product. The product is: [Cl:23][C:24]1[N:29]=[C:28]([N:7]2[CH2:8][CH:5]([O:4][C:3]3[CH:9]=[CH:10][C:11]([Cl:13])=[CH:12][C:2]=3[Cl:1])[CH2:6]2)[CH:27]=[CH:26][N:25]=1. (5) Given the reactants [CH2:1]([N:3]([CH:46]1[CH2:51][CH2:50][O:49][CH2:48][CH2:47]1)[C:4]1[CH:5]=[C:6]([C:27]2[CH:28]=[CH:29][C:30]([N:33]3[CH2:38][CH2:37][N:36]([C:39]([O:41]C(C)(C)C)=[O:40])[CH2:35][CH2:34]3)=[N:31][CH:32]=2)[CH:7]=[C:8]([C:11](=[O:26])[NH:12][CH2:13][C:14]2[C:15](=[O:25])[NH:16][C:17]([CH3:24])=[C:18]([F:23])[C:19]=2[CH:20]([CH3:22])[CH3:21])[C:9]=1[CH3:10])[CH3:2].Cl.O1CCOCC1, predict the reaction product. The product is: [CH:39]([OH:41])=[O:40].[CH2:1]([N:3]([CH:46]1[CH2:51][CH2:50][O:49][CH2:48][CH2:47]1)[C:4]1[C:9]([CH3:10])=[C:8]([CH:7]=[C:6]([C:27]2[CH:32]=[N:31][C:30]([N:33]3[CH2:38][CH2:37][NH:36][CH2:35][CH2:34]3)=[CH:29][CH:28]=2)[CH:5]=1)[C:11]([NH:12][CH2:13][C:14]1[C:15](=[O:25])[NH:16][C:17]([CH3:24])=[C:18]([F:23])[C:19]=1[CH:20]([CH3:22])[CH3:21])=[O:26])[CH3:2]. (6) Given the reactants [CH3:1][O:2][C:3]1[CH:8]=[CH:7][C:6]([O:9][CH3:10])=[CH:5][C:4]=1B([O-])[O-].[Na+].[Na+].Br[C:17]1[CH:22]=[C:21]([O:23][CH3:24])[C:20]([Br:25])=[CH:19][C:18]=1[O:26][CH3:27].C(=O)([O-])[O-].[Na+].[Na+], predict the reaction product. The product is: [Br:25][C:20]1[C:21]([O:23][CH3:24])=[CH:22][C:17]([C:7]2[CH:8]=[C:3]([O:2][CH3:1])[CH:4]=[CH:5][C:6]=2[O:9][CH3:10])=[C:18]([O:26][CH3:27])[CH:19]=1. (7) Given the reactants Cl.[CH3:2][C:3]1([CH3:21])[C:7]([CH3:9])([CH3:8])[O:6][B:5]([C:10]2[CH:11]=[N:12][N:13]([CH:15]3[CH2:20][CH2:19][NH:18][CH2:17][CH2:16]3)[CH:14]=2)[O:4]1.BrCCO[Si]([C:29](C)([CH3:31])[CH3:30])(C)C.CCN(C(C)C)C(C)C.[I-].[K+], predict the reaction product. The product is: [CH3:30][CH:29]([N:18]1[CH2:19][CH2:20][CH:15]([N:13]2[CH:14]=[C:10]([B:5]3[O:6][C:7]([CH3:8])([CH3:9])[C:3]([CH3:21])([CH3:2])[O:4]3)[CH:11]=[N:12]2)[CH2:16][CH2:17]1)[CH3:31]. (8) Given the reactants [CH3:1][O:2][C:3]([CH:5]1[CH2:9][NH:8][CH:7]2[CH2:10][CH2:11][N:12]([C:13](=[O:35])[CH:14]([NH:21][C:22](=[O:34])[CH:23]([N:25]([C:27]([O:29][C:30]([CH3:33])([CH3:32])[CH3:31])=[O:28])[CH3:26])[CH3:24])[CH:15]3[CH2:20][CH2:19][CH2:18][CH2:17][CH2:16]3)[CH:6]12)=[O:4].CCN(C(C)C)C(C)C.[CH3:45][S:46](Cl)(=[O:48])=[O:47], predict the reaction product. The product is: [CH3:1][O:2][C:3]([CH:5]1[CH2:9][N:8]([S:46]([CH3:45])(=[O:48])=[O:47])[CH:7]2[CH2:10][CH2:11][N:12]([C:13](=[O:35])[CH:14]([NH:21][C:22](=[O:34])[CH:23]([N:25]([C:27]([O:29][C:30]([CH3:31])([CH3:33])[CH3:32])=[O:28])[CH3:26])[CH3:24])[CH:15]3[CH2:20][CH2:19][CH2:18][CH2:17][CH2:16]3)[CH:6]12)=[O:4].